From a dataset of Catalyst prediction with 721,799 reactions and 888 catalyst types from USPTO. Predict which catalyst facilitates the given reaction. (1) Reactant: [OH:1][C:2]1[C:11]2[C:6](=[CH:7][CH:8]=[CH:9][CH:10]=2)[C:5]([CH3:17])([CH2:12][CH2:13][CH:14]([CH3:16])[CH3:15])[C:4](=[O:18])[C:3]=1C(OCC)=O.Cl. Product: [OH:1][C:2]1[C:11]2[C:6](=[CH:7][CH:8]=[CH:9][CH:10]=2)[C:5]([CH3:17])([CH2:12][CH2:13][CH:14]([CH3:15])[CH3:16])[C:4](=[O:18])[CH:3]=1. The catalyst class is: 12. (2) Product: [Br:1][C:2]1[CH:7]=[C:6]([O:8][CH2:9][CH3:10])[CH:5]=[CH:4][C:3]=1[NH2:11]. The catalyst class is: 447. Reactant: [Br:1][C:2]1[CH:7]=[C:6]([O:8][CH2:9][CH3:10])[CH:5]=[CH:4][C:3]=1[N+:11]([O-])=O.